Dataset: Reaction yield outcomes from USPTO patents with 853,638 reactions. Task: Predict the reaction yield, written as a fraction of the theoretical maximum amount of product (1.0 means a 100% yield; for example, 0.34 means a 34% yield). (1) The reactants are [CH:1]([C:4]1[CH:9]=[C:8]([CH:10]([CH3:12])[CH3:11])[CH:7]=[C:6]([CH:13]([CH3:15])[CH3:14])[C:5]=1[C:16]1[CH:21]=[CH:20][CH:19]=[CH:18][C:17]=1[PH2:22])([CH3:3])[CH3:2].[CH3:23][C:24](=[CH:26][C:27](=[O:32])[CH:28]=[C:29]([CH3:31])[CH3:30])[CH3:25]. No catalyst specified. The product is [CH3:30][C:29]1([CH3:31])[CH2:28][C:27](=[O:32])[CH2:26][C:24]([CH3:25])([CH3:23])[P:22]1[C:17]1[CH:18]=[CH:19][CH:20]=[CH:21][C:16]=1[C:5]1[C:6]([CH:13]([CH3:14])[CH3:15])=[CH:7][C:8]([CH:10]([CH3:11])[CH3:12])=[CH:9][C:4]=1[CH:1]([CH3:2])[CH3:3]. The yield is 0.740. (2) The reactants are [C:1]([C:4]1[S:5]C(Br)=C[CH:8]=1)(=O)[CH3:2].[Br:10][C:11]1[S:15][C:14]([C:16]([CH2:18][C:19]#[N:20])=[O:17])=[CH:13][CH:12]=1.N1CCOCC1.[S]. The product is [NH2:20][C:19]1[S:5][C:4]([CH3:8])=[C:1]([CH3:2])[C:18]=1[C:16]([C:14]1[S:15][C:11]([Br:10])=[CH:12][CH:13]=1)=[O:17]. The catalyst is CC(=O)CC. The yield is 0.510. (3) The reactants are [NH2:1][C:2]1[CH:7]=[C:6]([O:8][C:9]2[CH:14]=[CH:13][C:12]([N+:15]([O-:17])=[O:16])=[CH:11][C:10]=2[F:18])[CH:5]=[CH:4][N:3]=1.[CH2:19]([N:21]([CH2:24]C)[CH2:22]C)C.ClC(OC1C=CC=CC=1)=[O:28].CNC. The catalyst is O1CCCC1.CO. The product is [CH3:19][N:21]([CH3:24])[C:22]([NH:1][C:2]1[CH:7]=[C:6]([O:8][C:9]2[CH:14]=[CH:13][C:12]([N+:15]([O-:17])=[O:16])=[CH:11][C:10]=2[F:18])[CH:5]=[CH:4][N:3]=1)=[O:28]. The yield is 0.680. (4) The reactants are [CH2:1]([O:3][C:4]([C@@H:6]1[CH2:10][S:9][C:8]([C:11]2[NH:12][C:13]3[C:18]([CH:19]=2)=[CH:17][C:16]([CH3:20])=[CH:15][C:14]=3[N+:21]([O-])=O)=[N:7]1)=[O:5])[CH3:2].[Cl-].[NH4+]. The catalyst is O.O1CCCC1.CO.[Fe]. The product is [CH2:1]([O:3][C:4]([C@@H:6]1[CH2:10][S:9][C:8]([C:11]2[NH:12][C:13]3[C:18]([CH:19]=2)=[CH:17][C:16]([CH3:20])=[CH:15][C:14]=3[NH2:21])=[N:7]1)=[O:5])[CH3:2]. The yield is 0.150. (5) The reactants are C[O:2][C:3]1[C:8]2[S:9][C:10]([C:12]3[CH:17]=[CH:16][N:15]=[C:14]([NH:18][CH2:19][CH2:20][CH2:21][N:22]4[CH2:27][CH2:26][N:25]([CH3:28])[CH2:24][CH2:23]4)[N:13]=3)=[CH:11][C:7]=2[CH:6]=[CH:5][CH:4]=1.B(Br)(Br)Br. The catalyst is ClCCl. The product is [CH3:28][N:25]1[CH2:26][CH2:27][N:22]([CH2:21][CH2:20][CH2:19][NH:18][C:14]2[N:13]=[C:12]([C:10]3[S:9][C:8]4[C:3]([OH:2])=[CH:4][CH:5]=[CH:6][C:7]=4[CH:11]=3)[CH:17]=[CH:16][N:15]=2)[CH2:23][CH2:24]1. The yield is 0.630. (6) The reactants are Cl[CH2:2][CH2:3][NH:4][C:5]([N:7]1[CH2:12][CH2:11][CH:10]([O:13][C:14]2[CH:15]=[C:16]3[C:21](=[CH:22][C:23]=2[O:24][CH3:25])[N:20]=[CH:19][N:18]=[C:17]3[NH:26][C:27]2[CH:32]=[CH:31][CH:30]=[C:29]([Cl:33])[C:28]=2[F:34])[CH2:9][CH2:8]1)=[O:6].[NH:35]1[CH2:39][CH2:38][CH2:37][CH2:36]1.[I-].[K+]. The catalyst is CC(N(C)C)=O. The product is [Cl:33][C:29]1[C:28]([F:34])=[C:27]([CH:32]=[CH:31][CH:30]=1)[NH:26][C:17]1[C:16]2[C:21](=[CH:22][C:23]([O:24][CH3:25])=[C:14]([O:13][CH:10]3[CH2:9][CH2:8][N:7]([C:5](=[O:6])[NH:4][CH2:3][CH2:2][N:35]4[CH2:39][CH2:38][CH2:37][CH2:36]4)[CH2:12][CH2:11]3)[CH:15]=2)[N:20]=[CH:19][N:18]=1. The yield is 0.360. (7) No catalyst specified. The product is [Cl:14][C:15]1[CH:16]=[C:17]([CH:22]([C:2]2[C:7]([CH2:8][CH3:9])=[C:6]([O:10][CH3:11])[N:5]=[C:4]([O:12][CH3:13])[N:3]=2)[C:23]#[N:24])[CH:18]=[C:19]([Cl:21])[CH:20]=1. The reactants are Cl[C:2]1[C:7]([CH2:8][CH3:9])=[C:6]([O:10][CH3:11])[N:5]=[C:4]([O:12][CH3:13])[N:3]=1.[Cl:14][C:15]1[CH:16]=[C:17]([CH2:22][C:23]#[N:24])[CH:18]=[C:19]([Cl:21])[CH:20]=1.[H-].[Na+].[Cl-].[NH4+]. The yield is 0.850. (8) The reactants are [Br:1][C:2]1[CH:10]=[CH:9][CH:8]=[C:7]2[C:3]=1[C:4]1([C:36]3[C:27](=[CH:28][C:29]4[O:34][CH2:33][CH2:32][O:31][C:30]=4[CH:35]=3)[O:26][CH2:25]1)[C:5](=[O:24])[N:6]2C(C1C=CC=CC=1)C1C=CC=CC=1.C([SiH](CC)CC)C.FC(F)(F)C(O)=O. No catalyst specified. The product is [Br:1][C:2]1[CH:10]=[CH:9][CH:8]=[C:7]2[C:3]=1[C:4]1([C:36]3[C:27](=[CH:28][C:29]4[O:34][CH2:33][CH2:32][O:31][C:30]=4[CH:35]=3)[O:26][CH2:25]1)[C:5](=[O:24])[NH:6]2. The yield is 0.480. (9) The reactants are [CH2:1]([NH2:5])[CH2:2][CH2:3][CH3:4].[C:6]1(=O)[CH2:11][CH2:10][CH2:9][CH2:8][CH2:7]1. The catalyst is C1(C)C=CC=CC=1. The product is [CH2:1]([N:5]=[C:6]1[CH2:11][CH2:10][CH2:9][CH2:8][CH2:7]1)[CH2:2][CH2:3][CH3:4]. The yield is 0.840. (10) The reactants are [C:1]([C:3]1[C:8]([N:9]2[CH2:14][CH2:13][C:12](=[CH:15][C:16]#[C:17][Si](C)(C)C)[CH2:11][CH2:10]2)=[N:7][CH:6]=[CH:5][N:4]=1)#[N:2].I[C:23]1[CH:28]=[CH:27][CH:26]=[CH:25][C:24]=1[OH:29].[F-].C([N+](CCCC)(CCCC)CCCC)CCC.O.O.O.O.C([O-])(=O)C.[Na+]. The catalyst is C1C=CC([P]([Pd]([P](C2C=CC=CC=2)(C2C=CC=CC=2)C2C=CC=CC=2)([P](C2C=CC=CC=2)(C2C=CC=CC=2)C2C=CC=CC=2)[P](C2C=CC=CC=2)(C2C=CC=CC=2)C2C=CC=CC=2)(C2C=CC=CC=2)C2C=CC=CC=2)=CC=1.CN(C=O)C. The product is [C:1]([C:3]1[C:8]([N:9]2[CH2:14][CH2:13][C:12](=[CH:15][C:16]3[O:29][C:24]4[CH:25]=[CH:26][CH:27]=[CH:28][C:23]=4[CH:17]=3)[CH2:11][CH2:10]2)=[N:7][CH:6]=[CH:5][N:4]=1)#[N:2]. The yield is 0.350.